Dataset: Forward reaction prediction with 1.9M reactions from USPTO patents (1976-2016). Task: Predict the product of the given reaction. (1) Given the reactants [N:1]1[CH:6]=[CH:5][CH:4]=[C:3]([C:7]2[CH:15]=[C:14]3[C:10]([CH2:11][C:12](=[O:16])[NH:13]3)=[CH:9][CH:8]=2)[CH:2]=1.[O:17]=[C:18]1[C:23]2=[CH:24][NH:25][C:26]([CH:27]=O)=[C:22]2[CH2:21][CH2:20][O:19]1, predict the reaction product. The product is: [O:16]=[C:12]1[C:11](=[CH:27][C:26]2[NH:25][CH:24]=[C:23]3[C:18](=[O:17])[O:19][CH2:20][CH2:21][C:22]=23)[C:10]2[C:14](=[CH:15][C:7]([C:3]3[CH:2]=[N:1][CH:6]=[CH:5][CH:4]=3)=[CH:8][CH:9]=2)[NH:13]1. (2) The product is: [CH3:1][C:2]1[C:19]([CH2:20][C:21]2[C:26]3[C:25](=[CH:30][CH:29]=[CH:28][CH:27]=3)[CH:24]=[CH:23][CH:22]=2)=[C:5]2[N:6]=[C:7]([N:13]3[CH2:18][CH2:17][O:16][CH2:15][CH2:14]3)[CH:8]=[C:9]([C:10]3[N:34]=[CH:36][NH:40][N:12]=3)[N:4]2[N:3]=1. Given the reactants [CH3:1][C:2]1[C:19]([CH2:20][C:21]2[C:30]3[C:25](=[CH:26][CH:27]=[CH:28][CH:29]=3)[CH:24]=[CH:23][CH:22]=2)=[C:5]2[N:6]=[C:7]([N:13]3[CH2:18][CH2:17][O:16][CH2:15][CH2:14]3)[CH:8]=[C:9]([C:10]([NH2:12])=O)[N:4]2[N:3]=1.COC(OC)[N:34]([CH3:36])C.O.[NH2:40]N, predict the reaction product. (3) Given the reactants [Cl:1][C:2]1[C:3]([C:21]2[CH:26]=[C:25]([Cl:27])[CH:24]=[CH:23][C:22]=2[C:28]#[N:29])=[CH:4][C:5](=[O:20])[N:6]([CH:8]([CH2:16][CH:17]([CH3:19])[CH3:18])[C:9]([O:11]C(C)(C)C)=[O:10])[CH:7]=1.C(O)(C(F)(F)F)=O, predict the reaction product. The product is: [Cl:1][C:2]1[C:3]([C:21]2[CH:26]=[C:25]([Cl:27])[CH:24]=[CH:23][C:22]=2[C:28]#[N:29])=[CH:4][C:5](=[O:20])[N:6]([CH:8]([CH2:16][CH:17]([CH3:19])[CH3:18])[C:9]([OH:11])=[O:10])[CH:7]=1. (4) Given the reactants [CH:1]([C:3]1[S:4][CH:5]=[CH:6][C:7]=1Cl)=[O:2].[Na+].[N:10]1[CH:15]=[CH:14][CH:13]=[CH:12][C:11]=1[S:16]([O-:18])=[O:17], predict the reaction product. The product is: [N:10]1[CH:15]=[CH:14][CH:13]=[CH:12][C:11]=1[S:16]([C:7]1[CH:6]=[CH:5][S:4][C:3]=1[CH:1]=[O:2])(=[O:18])=[O:17]. (5) Given the reactants [C:1]([C:4]1[C:13]2[C:8](=[CH:9][C:10]([O:14][CH3:15])=[CH:11][CH:12]=2)[O:7][C:6](=[O:16])[CH:5]=1)(=O)[CH3:2].O.[NH2:18][NH2:19], predict the reaction product. The product is: [C:1]([C:4]1[C:13]2[C:8](=[CH:9][C:10]([O:14][CH3:15])=[CH:11][CH:12]=2)[O:7][C:6](=[O:16])[CH:5]=1)(=[N:18][NH2:19])[CH3:2]. (6) Given the reactants [CH3:1][C@@H:2]1[CH:7]=[CH:6][CH2:5][C:4]([CH3:9])([CH3:8])[C@H:3]1[CH2:10][C:11]#[N:12], predict the reaction product. The product is: [CH3:1][C@@H:2]1[CH2:7][CH2:6][CH2:5][C:4]([CH3:8])([CH3:9])[C@H:3]1[CH2:10][C:11]#[N:12].